Dataset: Reaction yield outcomes from USPTO patents with 853,638 reactions. Task: Predict the reaction yield, written as a fraction of the theoretical maximum amount of product (1.0 means a 100% yield; for example, 0.34 means a 34% yield). (1) The reactants are [OH:1][C:2]1[CH:3]=[C:4]2[C:9](=[CH:10][CH:11]=1)[C:8](=[O:12])[N:7]([CH2:13][CH:14]([CH3:16])[CH3:15])[C:6]([CH2:17][NH:18][C:19](=[O:25])[O:20][C:21]([CH3:24])([CH3:23])[CH3:22])=[C:5]2[C:26]1[CH:31]=[CH:30][C:29]([Cl:32])=[CH:28][CH:27]=1.[H-].[Na+].C1C=CC(N([S:42]([C:45]([F:48])([F:47])[F:46])(=[O:44])=[O:43])[S:42]([C:45]([F:48])([F:47])[F:46])(=[O:44])=[O:43])=CC=1.O. The catalyst is CN(C)C=O. The product is [Cl:32][C:29]1[CH:28]=[CH:27][C:26]([C:5]2[C:4]3[C:9](=[CH:10][CH:11]=[C:2]([O:1][S:42]([C:45]([F:48])([F:47])[F:46])(=[O:44])=[O:43])[CH:3]=3)[C:8](=[O:12])[N:7]([CH2:13][CH:14]([CH3:15])[CH3:16])[C:6]=2[CH2:17][NH:18][C:19](=[O:25])[O:20][C:21]([CH3:24])([CH3:22])[CH3:23])=[CH:31][CH:30]=1. The yield is 1.00. (2) The reactants are [F:1][C:2]1[CH:11]=[CH:10][C:5]2[NH:6][C:7](=O)[NH:8][C:4]=2[CH:3]=1.P(Cl)(Cl)([Cl:14])=O. No catalyst specified. The product is [Cl:14][C:7]1[NH:8][C:4]2[CH:3]=[C:2]([F:1])[CH:11]=[CH:10][C:5]=2[N:6]=1. The yield is 0.820. (3) The reactants are [C:1]([O:5][C:6]([NH:8][CH2:9][C:10]1[CH:18]=[CH:17][C:13]([C:14]([OH:16])=O)=[CH:12][C:11]=1[Cl:19])=[O:7])([CH3:4])([CH3:3])[CH3:2].CCN(C(C)C)C(C)C.[Cl:29][C:30]1[CH:31]=[CH:32][C:33]2[NH:42][CH2:41][C:40]3[CH:39]=[N:38][N:37]([CH3:43])[C:36]=3[NH:35][C:34]=2[CH:44]=1. The yield is 0.630. The catalyst is ClCCl.CN(C1C=CN=CC=1)C. The product is [C:1]([O:5][C:6](=[O:7])[NH:8][CH2:9][C:10]1[CH:18]=[CH:17][C:13]([C:14]([N:42]2[CH2:41][C:40]3[CH:39]=[N:38][N:37]([CH3:43])[C:36]=3[NH:35][C:34]3[CH:44]=[C:30]([Cl:29])[CH:31]=[CH:32][C:33]2=3)=[O:16])=[CH:12][C:11]=1[Cl:19])([CH3:2])([CH3:3])[CH3:4].